This data is from Reaction yield outcomes from USPTO patents with 853,638 reactions. The task is: Predict the reaction yield, written as a fraction of the theoretical maximum amount of product (1.0 means a 100% yield; for example, 0.34 means a 34% yield). (1) The reactants are [F:1][C:2]([F:16])([F:15])[C:3]1[C:4]([N:9]2[CH2:14][CH2:13][NH:12][CH2:11][CH2:10]2)=[N:5][CH:6]=[CH:7][CH:8]=1.[CH3:17][CH:18]1[CH2:23][CH2:22][CH2:21][CH:20]([C:24](O)=[O:25])[CH2:19]1.F[P-](F)(F)(F)(F)F.N1(O[P+](N(C)C)(N(C)C)N(C)C)C2C=CC=CC=2N=N1. The catalyst is CN(C)C=O. The product is [CH3:17][CH:18]1[CH2:23][CH2:22][CH2:21][CH:20]([C:24]([N:12]2[CH2:11][CH2:10][N:9]([C:4]3[C:3]([C:2]([F:1])([F:15])[F:16])=[CH:8][CH:7]=[CH:6][N:5]=3)[CH2:14][CH2:13]2)=[O:25])[CH2:19]1. The yield is 0.450. (2) The reactants are [OH:1][N:2]=[C:3](Cl)[C:4]1[C:8]([NH:9][CH2:10][CH2:11][CH2:12][O:13][CH3:14])=[N:7][O:6][N:5]=1.[F:16][C:17]1[CH:22]=[CH:21][C:20]([NH2:23])=[CH:19][C:18]=1[C:24]([F:27])([F:26])[F:25]. No catalyst specified. The product is [F:16][C:17]1[CH:22]=[CH:21][C:20]([NH:23][C:3]([C:4]2[C:8]([NH:9][CH2:10][CH2:11][CH2:12][O:13][CH3:14])=[N:7][O:6][N:5]=2)=[N:2][OH:1])=[CH:19][C:18]=1[C:24]([F:25])([F:26])[F:27]. The yield is 0.870.